This data is from Forward reaction prediction with 1.9M reactions from USPTO patents (1976-2016). The task is: Predict the product of the given reaction. (1) Given the reactants [N:1]([C@@H:4]1[CH2:9][CH2:8][C@@H:7]([C:10]([O:12][CH2:13][CH3:14])=[O:11])[CH2:6][C@@H:5]1[NH:15][C:16]([O:18][C:19]([CH3:22])([CH3:21])[CH3:20])=[O:17])=[N+]=[N-].[H][H], predict the reaction product. The product is: [C:19]([O:18][C:16]([NH:15][C@H:5]1[CH2:6][C@H:7]([C:10]([O:12][CH2:13][CH3:14])=[O:11])[CH2:8][CH2:9][C@H:4]1[NH2:1])=[O:17])([CH3:22])([CH3:21])[CH3:20]. (2) Given the reactants [Br:1][C:2]1[N:6]([C:7]([CH3:10])([CH3:9])[CH3:8])[N:5]=[CH:4][C:3]=1[C:11](=[S:13])[NH2:12].Cl[CH2:15][C:16](=O)[CH2:17][C:18]([O:20][CH2:21][CH3:22])=[O:19], predict the reaction product. The product is: [Br:1][C:2]1[N:6]([C:7]([CH3:8])([CH3:9])[CH3:10])[N:5]=[CH:4][C:3]=1[C:11]1[S:13][CH:15]=[C:16]([CH2:17][C:18]([O:20][CH2:21][CH3:22])=[O:19])[N:12]=1. (3) Given the reactants [NH2:1][C:2]1[C:10]([N+:11]([O-:13])=[O:12])=[CH:9][CH:8]=[CH:7][C:3]=1[C:4](O)=[O:5].F[P-](F)(F)(F)(F)F.[N:21]1(O[P+](N(C)C)(N(C)C)N(C)C)C2C=CC=CC=2N=N1.[NH4+].[Cl-].CCN(C(C)C)C(C)C, predict the reaction product. The product is: [NH2:1][C:2]1[C:10]([N+:11]([O-:13])=[O:12])=[CH:9][CH:8]=[CH:7][C:3]=1[C:4]([NH2:21])=[O:5]. (4) Given the reactants [F:1][C:2]1[CH:3]=[N:4][CH:5]=[CH:6][C:7]=1[C:8]1[N:9]=[C:10]2[N:22]=[C:21](S(C)(=O)=O)[NH:20][C:11]2=[N:12][C:13]=1[C:14]1[CH:15]=[N:16][CH:17]=[CH:18][CH:19]=1.[NH:27]1[CH2:32][CH2:31][O:30][CH2:29][CH2:28]1, predict the reaction product. The product is: [F:1][C:2]1[CH:3]=[N:4][CH:5]=[CH:6][C:7]=1[C:8]1[N:9]=[C:10]2[N:22]=[C:21]([N:27]3[CH2:32][CH2:31][O:30][CH2:29][CH2:28]3)[NH:20][C:11]2=[N:12][C:13]=1[C:14]1[CH:15]=[N:16][CH:17]=[CH:18][CH:19]=1. (5) Given the reactants Cl[C:2]1[N:7]=[C:6]([C:8]2[S:9][CH:10]=[CH:11][CH:12]=2)[CH:5]=[CH:4][N:3]=1.[NH:13]1[CH2:18][CH2:17][NH:16][CH2:15][CH2:14]1, predict the reaction product. The product is: [N:13]1([C:2]2[N:7]=[C:6]([C:8]3[S:9][CH:10]=[CH:11][CH:12]=3)[CH:5]=[CH:4][N:3]=2)[CH2:18][CH2:17][NH:16][CH2:15][CH2:14]1.